The task is: Predict the product of the given reaction.. This data is from Forward reaction prediction with 1.9M reactions from USPTO patents (1976-2016). (1) Given the reactants Br[C:2]1[CH:7]=[CH:6][C:5]([N:8]2[CH2:13][CH2:12][N:11]([S:14]([CH:17]3[CH2:19][CH2:18]3)(=[O:16])=[O:15])[CH2:10][CH2:9]2)=[CH:4][CH:3]=1.[B:20]1([B:20]2[O:24][C:23]([CH3:26])([CH3:25])[C:22]([CH3:28])([CH3:27])[O:21]2)[O:24][C:23]([CH3:26])([CH3:25])[C:22]([CH3:28])([CH3:27])[O:21]1.C([O-])(=O)C.[K+], predict the reaction product. The product is: [CH:17]1([S:14]([N:11]2[CH2:12][CH2:13][N:8]([C:5]3[CH:6]=[CH:7][C:2]([B:20]4[O:24][C:23]([CH3:26])([CH3:25])[C:22]([CH3:28])([CH3:27])[O:21]4)=[CH:3][CH:4]=3)[CH2:9][CH2:10]2)(=[O:16])=[O:15])[CH2:19][CH2:18]1. (2) Given the reactants C([N:4]1[CH2:13][C:12]([CH3:15])([CH3:14])[C:11]2[C:6](=[CH:7][C:8]([C:16]3[N:20]([C:21]4[CH:26]=[CH:25][C:24]([S:27]([NH2:30])(=[O:29])=[O:28])=[CH:23][CH:22]=4)[C:19]([CH3:31])=[C:18]([C:32](=[O:35])[CH2:33][CH3:34])[CH:17]=3)=[CH:9][CH:10]=2)[CH2:5]1)(=O)C, predict the reaction product. The product is: [CH3:15][C:12]1([CH3:14])[C:11]2[C:6](=[CH:7][C:8]([C:16]3[N:20]([C:21]4[CH:22]=[CH:23][C:24]([S:27]([NH2:30])(=[O:29])=[O:28])=[CH:25][CH:26]=4)[C:19]([CH3:31])=[C:18]([C:32](=[O:35])[CH2:33][CH3:34])[CH:17]=3)=[CH:9][CH:10]=2)[CH2:5][NH:4][CH2:13]1. (3) Given the reactants F[C:2]1[CH:7]=[C:6]([F:8])[CH:5]=[CH:4][C:3]=1[N+:9]([O-:11])=[O:10].[Cl:12][C:13]1[CH:14]=[C:15]([CH:20]([NH2:22])[CH3:21])[CH:16]=[C:17]([Cl:19])[CH:18]=1.C(N(CC)C(C)C)(C)C, predict the reaction product. The product is: [Cl:12][C:13]1[CH:14]=[C:15]([CH:20]([NH:22][C:2]2[CH:7]=[C:6]([F:8])[CH:5]=[CH:4][C:3]=2[N+:9]([O-:11])=[O:10])[CH3:21])[CH:16]=[C:17]([Cl:19])[CH:18]=1. (4) Given the reactants [Br:1][C:2]1[CH:10]=[C:9]2[C:5]([CH:6]=[CH:7][NH:8]2)=[CH:4][CH:3]=1.[C:11](O[C:11]([O:13][C:14]([CH3:17])([CH3:16])[CH3:15])=[O:12])([O:13][C:14]([CH3:17])([CH3:16])[CH3:15])=[O:12], predict the reaction product. The product is: [Br:1][C:2]1[CH:10]=[C:9]2[C:5]([CH:6]=[CH:7][N:8]2[C:11]([O:13][C:14]([CH3:17])([CH3:16])[CH3:15])=[O:12])=[CH:4][CH:3]=1. (5) Given the reactants C([Li])CCC.[CH3:6][O:7][CH2:8][CH:9]1[C:18]2[C:13](=[C:14]([CH3:19])[CH:15]=[CH:16][CH:17]=2)[CH2:12][CH2:11][NH:10]1.[CH3:20][C:21]1[CH:26]=[CH:25][C:24]([S:27](O[C@@H]2C[C@H](C)CC[C@H]2C(C)C)=[O:28])=[CH:23][CH:22]=1.P(O)([O-])([O-])=O.[Na+].[Na+], predict the reaction product. The product is: [CH3:6][O:7][CH2:8][C@H:9]1[C:18]2[C:13](=[C:14]([CH3:19])[CH:15]=[CH:16][CH:17]=2)[CH2:12][CH2:11][N:10]1[S@@:27]([C:24]1[CH:25]=[CH:26][C:21]([CH3:20])=[CH:22][CH:23]=1)=[O:28].